Dataset: Peptide-MHC class I binding affinity with 185,985 pairs from IEDB/IMGT. Task: Regression. Given a peptide amino acid sequence and an MHC pseudo amino acid sequence, predict their binding affinity value. This is MHC class I binding data. (1) The peptide sequence is EHVQGDIDL. The MHC is HLA-B39:01 with pseudo-sequence HLA-B39:01. The binding affinity (normalized) is 0.500. (2) The MHC is HLA-A26:02 with pseudo-sequence HLA-A26:02. The peptide sequence is FRRRKRMGF. The binding affinity (normalized) is 0.0847. (3) The peptide sequence is MILMTHFFSI. The MHC is HLA-A02:06 with pseudo-sequence HLA-A02:06. The binding affinity (normalized) is 0.471. (4) The peptide sequence is YVILKDPRI. The MHC is HLA-A68:02 with pseudo-sequence HLA-A68:02. The binding affinity (normalized) is 0.377.